This data is from Forward reaction prediction with 1.9M reactions from USPTO patents (1976-2016). The task is: Predict the product of the given reaction. (1) Given the reactants [OH:1][CH2:2][C:3]([C:5]1[CH:10]=[CH:9][CH:8]=[CH:7][CH:6]=1)=O.[C:11](#[N:15])[CH2:12][C:13]#[N:14].C(N(CC)CC)C, predict the reaction product. The product is: [NH2:15][C:11]1[O:1][CH:2]=[C:3]([C:5]2[CH:10]=[CH:9][CH:8]=[CH:7][CH:6]=2)[C:12]=1[C:13]#[N:14]. (2) Given the reactants [CH3:1][C:2]1[CH:14]=[C:13]([C:15](=[O:33])[CH2:16][C:17]2[S:21][C:20]([C:22]3[CH:27]=[CH:26][C:25]([C:28]([F:31])([F:30])[F:29])=[CH:24][CH:23]=3)=[N:19][C:18]=2[CH3:32])[CH:12]=[CH:11][C:3]=1[O:4][CH2:5][C:6]([O:8][CH2:9][CH3:10])=[O:7].[BH4-].[Na+].Cl.O, predict the reaction product. The product is: [OH:33][CH:15]([C:13]1[CH:12]=[CH:11][C:3]([O:4][CH2:5][C:6]([O:8][CH2:9][CH3:10])=[O:7])=[C:2]([CH3:1])[CH:14]=1)[CH2:16][C:17]1[S:21][C:20]([C:22]2[CH:27]=[CH:26][C:25]([C:28]([F:30])([F:31])[F:29])=[CH:24][CH:23]=2)=[N:19][C:18]=1[CH3:32]. (3) Given the reactants [N+:1]([C:4]1[N:9]=[CH:8][C:7]([N:10]2[CH2:15][CH2:14][CH2:13][CH2:12][CH2:11]2)=[CH:6][CH:5]=1)([O-])=O.O.C(O)(=O)C, predict the reaction product. The product is: [N:10]1([C:7]2[CH:8]=[N:9][C:4]([NH2:1])=[CH:5][CH:6]=2)[CH2:11][CH2:12][CH2:13][CH2:14][CH2:15]1. (4) The product is: [F:3][C:4]1[CH:22]=[CH:21][C:7]([CH2:8][C:9]2[C:10]([CH3:20])=[C:11]([OH:19])[C:12]([C:15]([NH:1][OH:2])=[O:16])=[N:13][CH:14]=2)=[CH:6][CH:5]=1. Given the reactants [NH2:1][OH:2].[F:3][C:4]1[CH:22]=[CH:21][C:7]([CH2:8][C:9]2[C:10]([CH3:20])=[C:11]([OH:19])[C:12]([C:15](OC)=[O:16])=[N:13][CH:14]=2)=[CH:6][CH:5]=1, predict the reaction product. (5) Given the reactants [CH2:1]([O:3][C:4](=[O:22])[C:5]1[CH:10]=[C:9]([O:11][CH2:12][CH2:13][O:14][CH3:15])[C:8]([O:16][CH2:17][CH2:18][O:19][CH3:20])=[CH:7][C:6]=1[NH2:21])[CH3:2].N1C=CC=CC=1.[Cl:29][CH2:30][C:31]1[CH:32]=[C:33]([CH:37]=[CH:38][CH:39]=1)[C:34](O)=[O:35], predict the reaction product. The product is: [CH2:1]([O:3][C:4](=[O:22])[C:5]1[CH:10]=[C:9]([O:11][CH2:12][CH2:13][O:14][CH3:15])[C:8]([O:16][CH2:17][CH2:18][O:19][CH3:20])=[CH:7][C:6]=1[NH:21][C:34](=[O:35])[C:33]1[CH:37]=[CH:38][CH:39]=[C:31]([CH2:30][Cl:29])[CH:32]=1)[CH3:2]. (6) Given the reactants [OH:1][C:2]([CH3:36])([CH3:35])[CH2:3][C@@:4]1([C:29]2[CH:34]=[CH:33][CH:32]=[CH:31][CH:30]=2)[O:10][C:9](=[O:11])[N:8]([C@H:12]([C:14]2[CH:19]=[CH:18][C:17](B3OC(C)(C)C(C)(C)O3)=[CH:16][CH:15]=2)[CH3:13])[CH2:7][CH2:6][CH2:5]1.[CH:37]1([N:40]2[CH:45]=[CH:44][C:43](I)=[CH:42][C:41]2=[O:47])[CH2:39][CH2:38]1.C([O-])([O-])=O.[Na+].[Na+], predict the reaction product. The product is: [CH:37]1([N:40]2[CH:45]=[CH:44][C:43]([C:17]3[CH:18]=[CH:19][C:14]([C@@H:12]([N:8]4[CH2:7][CH2:6][CH2:5][C@:4]([CH2:3][C:2]([OH:1])([CH3:36])[CH3:35])([C:29]5[CH:34]=[CH:33][CH:32]=[CH:31][CH:30]=5)[O:10][C:9]4=[O:11])[CH3:13])=[CH:15][CH:16]=3)=[CH:42][C:41]2=[O:47])[CH2:39][CH2:38]1. (7) The product is: [F:55][C:56]1[CH:61]=[CH:60][CH:59]=[C:58]([F:62])[C:57]=1[NH:63][C:5]([N:42]1[CH2:41][C:23]2[C:22](=[N:21][NH:20][C:24]=2[NH:25][C:26](=[O:40])[C:27]2[CH:28]=[CH:29][C:30]([N:33]3[CH2:38][CH2:37][N:36]([CH3:39])[CH2:35][CH2:34]3)=[CH:31][CH:32]=2)[C:43]1([CH3:44])[CH3:45])=[O:11]. Given the reactants ClC(Cl)(O[C:5](=[O:11])OC(Cl)(Cl)Cl)Cl.Cl.Cl.C(OC([N:20]1[C:24]([NH:25][C:26](=[O:40])[C:27]2[CH:32]=[CH:31][C:30]([N:33]3[CH2:38][CH2:37][N:36]([CH3:39])[CH2:35][CH2:34]3)=[CH:29][CH:28]=2)=[C:23]2[CH2:41][NH:42][C:43]([CH3:45])([CH3:44])[C:22]2=[N:21]1)=O)C.C(N(CC)C(C)C)(C)C.[F:55][C:56]1[CH:61]=[CH:60][CH:59]=[C:58]([F:62])[C:57]=1[NH2:63], predict the reaction product. (8) The product is: [F:35][C:25]([C:22]1[CH:21]=[CH:20][C:19]([C:15]2[CH:16]=[CH:17][CH:18]=[C:13]([NH:12][S:41]([CH3:40])(=[O:43])=[O:42])[CH:14]=2)=[CH:24][CH:23]=1)([CH3:34])[CH2:26][NH:27][S:28]([CH:31]([CH3:32])[CH3:33])(=[O:30])=[O:29]. Given the reactants C1CCN2C(=NCCC2)CC1.[NH2:12][C:13]1[CH:14]=[C:15]([C:19]2[CH:24]=[CH:23][C:22]([C:25]([F:35])([CH3:34])[CH2:26][NH:27][S:28]([CH:31]([CH3:33])[CH3:32])(=[O:30])=[O:29])=[CH:21][CH:20]=2)[CH:16]=[CH:17][CH:18]=1.C(Cl)Cl.Cl[CH2:40][S:41](Cl)(=[O:43])=[O:42], predict the reaction product. (9) Given the reactants [Cl:1][C:2]1[N:11]=[C:10](Cl)[C:9]2[C:4](=[CH:5][CH:6]=[CH:7][CH:8]=2)[N:3]=1.[CH3:13][O:14][C:15]1[CH:22]=[CH:21][C:18]([NH:19][CH3:20])=[CH:17][CH:16]=1, predict the reaction product. The product is: [ClH:1].[Cl:1][C:2]1[N:11]=[C:10]([N:19]([C:18]2[CH:21]=[CH:22][C:15]([O:14][CH3:13])=[CH:16][CH:17]=2)[CH3:20])[C:9]2[C:4](=[CH:5][CH:6]=[CH:7][CH:8]=2)[N:3]=1. (10) Given the reactants Br[CH2:2][C:3]([C:5]1[CH:10]=[CH:9][C:8]([S:11]([CH3:14])(=[O:13])=[O:12])=[CH:7][CH:6]=1)=O.[N:15]1[CH:20]=[CH:19][CH:18]=[CH:17][C:16]=1[C:21]([NH2:23])=[O:22], predict the reaction product. The product is: [CH3:14][S:11]([C:8]1[CH:9]=[CH:10][C:5]([C:3]2[N:23]=[C:21]([C:16]3[CH:17]=[CH:18][CH:19]=[CH:20][N:15]=3)[O:22][CH:2]=2)=[CH:6][CH:7]=1)(=[O:13])=[O:12].